From a dataset of Reaction yield outcomes from USPTO patents with 853,638 reactions. Predict the reaction yield, written as a fraction of the theoretical maximum amount of product (1.0 means a 100% yield; for example, 0.34 means a 34% yield). (1) The reactants are [Cl:1][C:2]1[CH:3]=[C:4]([N:8]2[C:12]([CH2:13][NH:14][C:15](=[O:23])OC3C=CC=CC=3)=[CH:11][C:10]([C:24]([F:27])([F:26])[F:25])=[N:9]2)[CH:5]=[CH:6][CH:7]=1.C(N(CC)CC)C.[NH2:35][C:36]1[CH:37]=[CH:38][C:39]([N:42]2[CH2:45][CH:44]([OH:46])[CH2:43]2)=[N:40][CH:41]=1. The catalyst is C(#N)C. The product is [Cl:1][C:2]1[CH:3]=[C:4]([N:8]2[C:12]([CH2:13][NH:14][C:15]([NH:35][C:36]3[CH:41]=[N:40][C:39]([N:42]4[CH2:43][CH:44]([OH:46])[CH2:45]4)=[CH:38][CH:37]=3)=[O:23])=[CH:11][C:10]([C:24]([F:25])([F:26])[F:27])=[N:9]2)[CH:5]=[CH:6][CH:7]=1. The yield is 0.550. (2) The reactants are [C:1]([C:5]1[CH:10]=[CH:9][C:8]([OH:11])=[CH:7][CH:6]=1)([CH3:4])([CH3:3])[CH3:2].[H-].[Na+].[CH3:14][N:15]([CH2:17][CH2:18]Br)[CH3:16]. The catalyst is CN(C=O)C. The product is [C:1]([C:5]1[CH:6]=[CH:7][C:8]([O:11][CH2:18][CH2:17][N:15]([CH3:16])[CH3:14])=[CH:9][CH:10]=1)([CH3:4])([CH3:2])[CH3:3]. The yield is 0.280. (3) The reactants are Cl[C:2]1[C:7]([C:8]([F:11])([F:10])[F:9])=[CH:6][N:5]=[C:4]2[NH:12][CH:13]=[C:14]([NH:15][C:16]([C:18]3[CH:23]=[N:22][CH:21]=[CH:20][N:19]=3)=[O:17])[C:3]=12.[NH:24]1[CH2:29][CH2:28][CH2:27][C@@H:26]([NH:30][C:31](=[O:37])[O:32][C:33]([CH3:36])([CH3:35])[CH3:34])[CH2:25]1. The catalyst is CCCCO. The product is [N:19]1[CH:20]=[CH:21][N:22]=[CH:23][C:18]=1[C:16]([NH:15][C:14]1[C:3]2[C:4](=[N:5][CH:6]=[C:7]([C:8]([F:11])([F:10])[F:9])[C:2]=2[N:24]2[CH2:29][CH2:28][CH2:27][C@@H:26]([NH:30][C:31](=[O:37])[O:32][C:33]([CH3:35])([CH3:34])[CH3:36])[CH2:25]2)[NH:12][CH:13]=1)=[O:17]. The yield is 0.350. (4) The reactants are [Br:1][C:2]1[CH:3]=[C:4]([CH:8]=[CH:9][C:10]=1[N:11]1[C:23]2[CH2:22][CH2:21][CH2:20][C:19](=[O:24])[C:18]=2[C:17]2[C:12]1=[CH:13][CH:14]=[CH:15][CH:16]=2)[C:5]([NH2:7])=O.COC1C=CC(P2(SP(C3C=CC(OC)=CC=3)(=S)S2)=[S:34])=CC=1.C1(C)C=CC=CC=1. The catalyst is C(OCC)(=O)C. The product is [Br:1][C:2]1[CH:3]=[C:4]([CH:8]=[CH:9][C:10]=1[N:11]1[C:23]2[CH2:22][CH2:21][CH2:20][C:19](=[O:24])[C:18]=2[C:17]2[C:12]1=[CH:13][CH:14]=[CH:15][CH:16]=2)[C:5]([NH2:7])=[S:34]. The yield is 0.190. (5) The reactants are [CH3:1][C:2]1[O:6][N:5]=[C:4]([C:7]2[CH:12]=[CH:11][CH:10]=[CH:9][CH:8]=2)[C:3]=1[CH2:13][OH:14].[CH3:15][O:16][C:17](=[O:25])[C:18]1[CH:23]=[CH:22][N:21]=[C:20](O)[CH:19]=1.C1(P(C2C=CC=CC=2)C2C=CC=CC=2)C=CC=CC=1.N(C(OCC)=O)=NC(OCC)=O. The catalyst is C1COCC1. The product is [CH3:15][O:16][C:17](=[O:25])[C:18]1[CH:23]=[CH:22][N:21]=[C:20]([O:14][CH2:13][C:3]2[C:4]([C:7]3[CH:12]=[CH:11][CH:10]=[CH:9][CH:8]=3)=[N:5][O:6][C:2]=2[CH3:1])[CH:19]=1. The yield is 0.380. (6) The reactants are [CH3:1][C:2]1[CH:7]=[CH:6][N:5]=[CH:4][C:3]=1[N:8]1[CH2:12][CH2:11][NH:10][C:9]1=[O:13].Br[C:15]1[CH:16]=[CH:17][C:18]2[N:19]([CH:21]=[C:22]([CH3:24])[N:23]=2)[CH:20]=1.N[C@@H]1CCCC[C@H]1N.P([O-])([O-])([O-])=O.[K+].[K+].[K+]. The catalyst is [Cu](I)I.O1CCOCC1. The product is [CH3:24][C:22]1[N:23]=[C:18]2[CH:17]=[CH:16][C:15]([N:10]3[CH2:11][CH2:12][N:8]([C:3]4[CH:4]=[N:5][CH:6]=[CH:7][C:2]=4[CH3:1])[C:9]3=[O:13])=[CH:20][N:19]2[CH:21]=1. The yield is 0.0640. (7) The reactants are N#N.[CH3:3][O:4][C:5](=[O:14])[CH2:6][C:7]1[CH:12]=[CH:11][CH:10]=[C:9](Br)[CH:8]=1.[CH3:15][O:16][C:17]1[CH:22]=[C:21]([O:23][CH3:24])[CH:20]=[CH:19][C:18]=1B(O)O.C([O-])(O)=O.[Na+]. The catalyst is COCCOC.[Pd].C1(P(C2C=CC=CC=2)C2C=CC=CC=2)C=CC=CC=1.C1(P(C2C=CC=CC=2)C2C=CC=CC=2)C=CC=CC=1.C1(P(C2C=CC=CC=2)C2C=CC=CC=2)C=CC=CC=1.C1(P(C2C=CC=CC=2)C2C=CC=CC=2)C=CC=CC=1. The product is [CH3:3][O:4][C:5](=[O:14])[CH2:6][C:7]1[CH:8]=[C:9]([C:20]2[CH:19]=[CH:18][C:17]([O:16][CH3:15])=[CH:22][C:21]=2[O:23][CH3:24])[CH:10]=[CH:11][CH:12]=1. The yield is 0.900. (8) The reactants are [CH3:1][C:2]1[CH:3]=[C:4]2[C:8](=[CH:9][CH:10]=1)[C:7](=[O:11])[CH2:6][CH2:5]2.[N+:12]([O-])([O-:14])=[O:13].[K+]. The catalyst is S(=O)(=O)(O)O. The product is [CH3:1][C:2]1[CH:3]=[C:4]2[C:8](=[CH:9][C:10]=1[N+:12]([O-:14])=[O:13])[C:7](=[O:11])[CH2:6][CH2:5]2. The yield is 0.550. (9) The reactants are [Cl-].O[NH3+:3].[C:4](=[O:7])([O-])[OH:5].[Na+].CS(C)=O.[F:13][CH2:14][CH2:15][O:16][C:17]1[CH:22]=[CH:21][C:20]([N:23]2[C:28](=[O:29])[C:27]([CH2:30][C:31]3[CH:36]=[CH:35][C:34]([C:37]4[C:38]([C:43]#[N:44])=[CH:39][CH:40]=[CH:41][CH:42]=4)=[CH:33][CH:32]=3)=[C:26]([CH2:45][CH2:46][CH3:47])[N:25]=[C:24]2[CH3:48])=[CH:19][CH:18]=1. The catalyst is C(OCC)(=O)C. The product is [CH2:45]([C:26]1[N:25]=[C:24]([CH3:48])[N:23]([C:20]2[CH:21]=[CH:22][C:17]([O:16][CH2:15][CH2:14][F:13])=[CH:18][CH:19]=2)[C:28](=[O:29])[C:27]=1[CH2:30][C:31]1[CH:36]=[CH:35][C:34]([C:37]2[CH:42]=[CH:41][CH:40]=[CH:39][C:38]=2[C:43]2[NH:3][C:4](=[O:7])[O:5][N:44]=2)=[CH:33][CH:32]=1)[CH2:46][CH3:47]. The yield is 0.880.